Dataset: Forward reaction prediction with 1.9M reactions from USPTO patents (1976-2016). Task: Predict the product of the given reaction. (1) The product is: [Br:1][C:2]1[CH:7]=[CH:6][C:5]2[S:8][CH:9]=[CH:10][C:4]=2[CH:3]=1. Given the reactants [Br:1][C:2]1[CH:7]=[CH:6][C:5]([S:8][CH2:9][CH:10](OC)OC)=[CH:4][CH:3]=1, predict the reaction product. (2) Given the reactants Cl.Cl.Cl.[S:4]1[C:8]2[CH:9]=[C:10]([NH:13][C:14]3[C:15]4[CH:22]=[C:21]([C:23]5[CH2:24][CH2:25][NH:26][CH2:27][CH:28]=5)[NH:20][C:16]=4[N:17]=[CH:18][N:19]=3)[CH:11]=[CH:12][C:7]=2[N:6]=[CH:5]1.[CH3:29][C:30]([CH3:36])([CH2:34][OH:35])[C:31](O)=[O:32].CN(C(ON1N=NC2C=CC=CC1=2)=[N+](C)C)C.[B-](F)(F)(F)F.C(N(CC)C(C)C)(C)C, predict the reaction product. The product is: [OH:35][CH2:34][C:30]([CH3:36])([CH3:29])[C:31]([N:26]1[CH2:25][CH:24]=[C:23]([C:21]2[NH:20][C:16]3[N:17]=[CH:18][N:19]=[C:14]([NH:13][C:10]4[CH:11]=[CH:12][C:7]5[N:6]=[CH:5][S:4][C:8]=5[CH:9]=4)[C:15]=3[CH:22]=2)[CH2:28][CH2:27]1)=[O:32]. (3) Given the reactants Cl[C:2]1[N:7]=[C:6]([N:8]([CH3:27])[CH:9]2[CH2:26][CH2:25][C:12]3([CH2:17][CH2:16][N:15]([C:18]([O:20][C:21]([CH3:24])([CH3:23])[CH3:22])=[O:19])[CH2:14][CH2:13]3)[CH2:11][CH2:10]2)[C:5]([CH3:28])=[CH:4][N:3]=1.Cl.[CH3:30][N:31]1[CH:35]=[C:34]([NH2:36])[CH:33]=[N:32]1.CCN(C(C)C)C(C)C, predict the reaction product. The product is: [CH3:27][N:8]([C:6]1[C:5]([CH3:28])=[CH:4][N:3]=[C:2]([NH:36][C:34]2[CH:33]=[N:32][N:31]([CH3:30])[CH:35]=2)[N:7]=1)[CH:9]1[CH2:26][CH2:25][C:12]2([CH2:17][CH2:16][N:15]([C:18]([O:20][C:21]([CH3:24])([CH3:23])[CH3:22])=[O:19])[CH2:14][CH2:13]2)[CH2:11][CH2:10]1.